Dataset: Forward reaction prediction with 1.9M reactions from USPTO patents (1976-2016). Task: Predict the product of the given reaction. (1) The product is: [Cl:1][C:2]1[CH:7]=[C:6]([OH:8])[CH:5]=[CH:4][C:3]=1[S:10]([NH:13][C:14]1[CH:15]=[CH:16][C:17]2[CH2:21][O:20][B:19]([OH:22])[C:18]=2[CH:23]=1)(=[O:12])=[O:11]. Given the reactants [Cl:1][C:2]1[CH:7]=[C:6]([O:8]C)[CH:5]=[CH:4][C:3]=1[S:10]([NH:13][C:14]1[CH:15]=[CH:16][C:17]2[CH2:21][O:20][B:19]([OH:22])[C:18]=2[CH:23]=1)(=[O:12])=[O:11].BrB(Br)Br.CC(C)=O.C(=O)=O, predict the reaction product. (2) The product is: [CH2:23]([O:25][C:26]([C:28]1[NH:29][C:30]2[C:35]([CH:36]=1)=[CH:34][C:33]([C:52]([N:54]1[CH2:58][CH2:57][CH2:56][C:55]1=[O:59])=[CH2:53])=[CH:32][CH:31]=2)=[O:27])[CH3:24]. Given the reactants C1(C)C=CC=CC=1P(C1C=CC=CC=1C)C1C=CC=CC=1C.[CH2:23]([O:25][C:26]([C:28]1[NH:29][C:30]2[C:35]([CH:36]=1)=[CH:34][C:33](Br)=[CH:32][CH:31]=2)=[O:27])[CH3:24].C(=O)([O-])O.[Na+].C(N(CC)C(C)C)(C)C.[CH:52]([N:54]1[CH2:58][CH2:57][CH2:56][C:55]1=[O:59])=[CH2:53], predict the reaction product. (3) The product is: [Br:26][CH2:27][C:28]([NH:8][C:7]1[CH:6]=[CH:5][C:4]([C:9]2[CH:14]=[CH:13][CH:12]=[CH:11][C:10]=2[S:15]([CH3:18])(=[O:17])=[O:16])=[CH:3][C:2]=1[F:1])=[O:29]. Given the reactants [F:1][C:2]1[CH:3]=[C:4]([C:9]2[CH:14]=[CH:13][CH:12]=[CH:11][C:10]=2[S:15]([CH3:18])(=[O:17])=[O:16])[CH:5]=[CH:6][C:7]=1[NH2:8].C(N(CC)CC)C.[Br:26][CH2:27][C:28](Cl)=[O:29], predict the reaction product. (4) Given the reactants [F:1][CH:2]1[C:8](=[O:9])[CH2:7][CH2:6][CH2:5][N:4]([C:10]([O:12][C:13]([CH3:16])([CH3:15])[CH3:14])=[O:11])[CH2:3]1.[BH4-].[Na+], predict the reaction product. The product is: [F:1][CH:2]1[CH:8]([OH:9])[CH2:7][CH2:6][CH2:5][N:4]([C:10]([O:12][C:13]([CH3:16])([CH3:15])[CH3:14])=[O:11])[CH2:3]1. (5) The product is: [C:2](=[O:3])([OH:5])[O-:4].[Ca+2:1].[C:2](=[O:3])([OH:5])[O-:4]. Given the reactants [Ca:1].[C:2](=[O:5])([OH:4])[O-:3], predict the reaction product. (6) Given the reactants CC(C)([O-])C.[K+].[OH:7][CH:8]1[CH2:12][CH2:11][O:10][CH2:9]1.Br[CH2:14][C:15]1[C:16]([Cl:28])=[C:17]([CH:21]=[CH:22][C:23]=1[S:24]([CH3:27])(=[O:26])=[O:25])[C:18]([OH:20])=[O:19].Cl, predict the reaction product. The product is: [Cl:28][C:16]1[C:15]([CH2:14][O:7][CH:8]2[CH2:12][CH2:11][O:10][CH2:9]2)=[C:23]([S:24]([CH3:27])(=[O:26])=[O:25])[CH:22]=[CH:21][C:17]=1[C:18]([OH:20])=[O:19].